This data is from Peptide-MHC class I binding affinity with 185,985 pairs from IEDB/IMGT. The task is: Regression. Given a peptide amino acid sequence and an MHC pseudo amino acid sequence, predict their binding affinity value. This is MHC class I binding data. (1) The peptide sequence is ITAVNRYFK. The MHC is HLA-B15:01 with pseudo-sequence HLA-B15:01. The binding affinity (normalized) is 0.0847. (2) The peptide sequence is CALMDCII. The MHC is H-2-Dd with pseudo-sequence H-2-Dd. The binding affinity (normalized) is 0.0278. (3) The peptide sequence is MQLPGGWLL. The MHC is HLA-B08:02 with pseudo-sequence HLA-B08:02. The binding affinity (normalized) is 0.0847. (4) The peptide sequence is ELAPIRVNA. The MHC is HLA-A01:01 with pseudo-sequence HLA-A01:01. The binding affinity (normalized) is 0.213.